From a dataset of Reaction yield outcomes from USPTO patents with 853,638 reactions. Predict the reaction yield, written as a fraction of the theoretical maximum amount of product (1.0 means a 100% yield; for example, 0.34 means a 34% yield). The reactants are [Br:1][C:2]1[CH:3]=[C:4]([CH:8]=[C:9]([O:11][CH3:12])[CH:10]=1)[C:5](O)=[O:6].S(Cl)(Cl)=O.C[N:18](C=O)C. The catalyst is C1(C)C=CC=CC=1. The product is [Br:1][C:2]1[CH:3]=[C:4]([CH:8]=[C:9]([O:11][CH3:12])[CH:10]=1)[C:5]([NH2:18])=[O:6]. The yield is 0.900.